From a dataset of Full USPTO retrosynthesis dataset with 1.9M reactions from patents (1976-2016). Predict the reactants needed to synthesize the given product. (1) Given the product [CH:7]([C:9]1[CH:14]=[CH:13][CH:12]=[CH:11][C:10]=1[N:15]1[C:23]2[C:22](=[O:24])[N:21]([CH3:25])[C:20](=[O:26])[N:19]([CH3:27])[C:18]=2[N:17]=[C:16]1[N:28]1[CH2:33][CH2:32][N:31]([C:34]([O:36][C:37]([CH3:40])([CH3:39])[CH3:38])=[O:35])[CH2:30][CH2:29]1)=[CH2:1], predict the reactants needed to synthesize it. The reactants are: [CH3:1]C(C)([O-])C.[K+].[CH:7]([C:9]1[CH:14]=[CH:13][CH:12]=[CH:11][C:10]=1[N:15]1[C:23]2[C:22](=[O:24])[N:21]([CH3:25])[C:20](=[O:26])[N:19]([CH3:27])[C:18]=2[N:17]=[C:16]1[N:28]1[CH2:33][CH2:32][N:31]([C:34]([O:36][C:37]([CH3:40])([CH3:39])[CH3:38])=[O:35])[CH2:30][CH2:29]1)=O.O. (2) Given the product [NH:12]1[CH2:13][CH2:14][CH2:15][CH2:16][CH:11]1[CH2:10][C:2]1[S:1][C:5]2[CH:6]=[CH:7][CH:8]=[CH:9][C:4]=2[N:3]=1, predict the reactants needed to synthesize it. The reactants are: [S:1]1[C:5]2[CH:6]=[CH:7][CH:8]=[CH:9][C:4]=2[N:3]=[C:2]1[CH2:10][CH:11]1[CH2:16][CH2:15][CH2:14][CH2:13][N:12]1C(=O)C(F)(F)F.[OH-].[Na+]. (3) Given the product [OH:21][C@H:20]1[C@H:16]2[O:15][CH2:14][C@@H:13]([O:12][C:10]3[N:9]([CH2:22][O:23][CH2:24][CH2:25][Si:26]([CH3:29])([CH3:28])[CH3:27])[C:5]4=[N:6][C:7]([C:38]5[CH:37]=[CH:36][C:35]([N:34]=[S:32]([CH3:50])([N:31]([CH3:30])[CH3:51])=[O:33])=[CH:40][CH:39]=5)=[C:2]([Cl:1])[CH:3]=[C:4]4[N:11]=3)[C@H:17]2[O:18][CH2:19]1, predict the reactants needed to synthesize it. The reactants are: [Cl:1][C:2]1[CH:3]=[C:4]2[N:11]=[C:10]([O:12][C@H:13]3[C@H:17]4[O:18][CH2:19][C@@H:20]([OH:21])[C@H:16]4[O:15][CH2:14]3)[N:9]([CH2:22][O:23][CH2:24][CH2:25][Si:26]([CH3:29])([CH3:28])[CH3:27])[C:5]2=[N:6][C:7]=1I.[CH3:30][N:31]([CH3:51])[S:32]([CH3:50])(=[N:34][C:35]1[CH:40]=[CH:39][C:38](B2OC(C)(C)C(C)(C)O2)=[CH:37][CH:36]=1)=[O:33]. (4) Given the product [C:1]([O:5][C:6](=[O:38])[CH2:7][CH:8]([O:37][Si:44]([CH2:49][CH3:50])([CH2:47][CH3:48])[CH2:45][CH3:46])[C:9]([CH3:36])([CH3:35])[C:10](=[O:34])[CH:11]([CH3:33])[CH:12]([O:24][C:25]([O:27][CH2:28][C:29]([Cl:30])([Cl:32])[Cl:31])=[O:26])[CH:13]([CH3:23])[CH2:14][O:15][CH2:16][C:17]1[CH:18]=[CH:19][CH:20]=[CH:21][CH:22]=1)([CH3:3])([CH3:2])[CH3:4], predict the reactants needed to synthesize it. The reactants are: [C:1]([O:5][C:6](=[O:38])[CH2:7][CH:8]([OH:37])[C:9]([CH3:36])([CH3:35])[C:10](=[O:34])[CH:11]([CH3:33])[CH:12]([O:24][C:25]([O:27][CH2:28][C:29]([Cl:32])([Cl:31])[Cl:30])=[O:26])[CH:13]([CH3:23])[CH2:14][O:15][CH2:16][C:17]1[CH:22]=[CH:21][CH:20]=[CH:19][CH:18]=1)([CH3:4])([CH3:3])[CH3:2].N1C=CN=C1.[Si:44](Cl)([CH2:49][CH3:50])([CH2:47][CH3:48])[CH2:45][CH3:46]. (5) Given the product [CH3:24][O:23][C:18]1[CH:17]=[C:16]([C:10]2[C:5]3[CH:4]=[C:3]([O:2][CH3:1])[C:8]([OH:9])=[CH:7][C:6]=3[CH:14]([CH2:25][CH3:26])[C:13]([CH3:27])=[N:12][N:11]=2)[CH:15]=[CH:20][C:19]=1[O:21][CH3:22], predict the reactants needed to synthesize it. The reactants are: [CH3:1][O:2][C:3]1[CH:4]=[C:5]([C:10]2[C:16]3[CH:17]=[C:18]([O:23][CH3:24])[C:19]([O:21][CH3:22])=[CH:20][C:15]=3[CH:14]([CH2:25][CH3:26])[C:13]([CH3:27])=[N:12][N:11]=2)[CH:6]=[CH:7][C:8]=1[OH:9].COC1C=C(C2C3C=C(OC)C(O)=CC=3C(CC)C(C)=NN=2)C=CC=1O.OC1C=C(C2C3C=C(OC)C(O)=CC=3C(CC)C(C)=NN=2)C=CC=1OC. (6) Given the product [CH3:17][O:18][C:19]1[CH:24]=[CH:23][C:22]([C:2]2[CH:10]=[C:9]3[C:5]([CH:6]=[CH:7][NH:8]3)=[CH:4][CH:3]=2)=[CH:21][CH:20]=1, predict the reactants needed to synthesize it. The reactants are: Br[C:2]1[CH:10]=[C:9]2[C:5]([CH:6]=[CH:7][NH:8]2)=[CH:4][CH:3]=1.C(=O)([O-])[O-].[K+].[K+].[CH3:17][O:18][C:19]1[CH:24]=[CH:23][C:22](B(O)O)=[CH:21][CH:20]=1.C(OCC)(=O)C. (7) The reactants are: FC(F)(F)[C:3]1[CH:4]=[C:5]([C:12]([OH:14])=[O:13])[CH:6]=[C:7]2[C:11]=1N[N:9]=[CH:8]2.BrC1C=C2C([CH:22]=[C:23](NC)[N:24]=[CH:25]2)=CC=1. Given the product [CH3:25][NH:24][C:23]1[N:9]=[CH:8][C:7]2[C:11]([CH:22]=1)=[CH:3][CH:4]=[C:5]([C:12]([OH:14])=[O:13])[CH:6]=2, predict the reactants needed to synthesize it.